From a dataset of Human Reference Interactome with 51,813 positive PPI pairs across 8,248 proteins, plus equal number of experimentally-validated negative pairs. Binary Classification. Given two protein amino acid sequences, predict whether they physically interact or not. (1) Protein 1 (ENSG00000198892) has sequence MPPAGLRRAAPLTAIALLVLGAPLVLAGEDCLWYLDRNGSWHPGFNCEFFTFCCGTCYHRYCCRDLTLLITERQQKHCLAFSPKTIAGIASAVILFVAVVATTICCFLCSCCYLYRRRQQLQSPFEGQEIPMTGIPVQPVYPYPQDPKAGPAPPQPGFIYPPSGPAPQYPLYPAGPPVYNPAAPPPYMPPQPSYPGA*. Protein 2 (ENSG00000164398) has sequence MLTFFLVSGGSLWLFVEFVLSLLEKMQTQEILRILRLPELGDLGQFFRSLSATTLVSMGALAAILAYWFTHRPKALQPPCNLLMQSEEVEDSGGARRSVIGSGPQLLTHYYDDARTMYQVFRRGLSISGNGPCLGFRKPKQPYQWLSYQEVADRAEFLGSGLLQHNCKACTDQFIGVFAQNRPEWIIVELACYTYSMVVVPLYDTLGPGAIRYIINTADISTVIVDKPQKAVLLLEHVERKETPGLKLIILMDPFEEALKERGQKCGVVIKSMQAVEHFLLSGLWPRESPGSCGNPKGAM.... Result: 0 (the proteins do not interact). (2) Protein 1 (ENSG00000106483) has sequence MQLEQSIIPDIPAKDVKWIDITPDMMVQERPLDVDCKRLSPDRCKCKKVKPTLATYLSKNYSYVIHAKIKAVQRSGCNEVTTVVDVKEIFKSSSPIPRTQVPLITNSSCQCPHILPHQDVLIMCYEWRSRMMLLENCMFLSILVALCLWLHLALGVRGAPCEAVRIPMCRHMPWNITRMPNHLHHSTQENAILAIEQYEELVDVNCSAVLRFFLCAMYAPICTLEFLHDPIKPCKSVCQRARDDCEPLMKMYNHSWPESLACDELPVYDRGVCISPEAIVTDLPEDVKWIDITPDMMVQE.... Protein 2 (ENSG00000083635) has sequence MAEPTSDFETPIGWHASPELTPTLGPLSDTAPPRDSWMFWAMLPPPPPPLTSSLPAAGSKPSSESQPPMEAQSLPGAPPPFDAQILPGAQPPFDAQSPLDSQPQPSGQPWNFHASTSWYWRQSSDRFPRHQKSFNPAVKNSYYPRKYDAKFTDFSLPPSRKQKKKKRKEPVFHFFCDTCDRGFKNQEKYDKHMSEHTKCPELDCSFTAHEKIVQFHWRNMHAPGMKKIKLDTPEEIARWREERRKNYPTLANIERKKKLKLEKEKRGAVLTTTQYGKMKGMSRHSQMAKIRSPGKNHKWK.... Result: 0 (the proteins do not interact). (3) Protein 2 (ENSG00000171148) has sequence MSELKDCPLQFHDFKSVDHLKVCPRYTAVLARSEDDGIGIEELDTLQLELETLLSSASRRLRVLEAETQILTDWQDKKGDRRFLKLGRDHELGAPPKHGKPKKQKLEGKAGHGPGPGPGRPKSKNLQPKIQEYEFTDDPIDVPRIPKNDAPNRFWASVEPYCADITSEEVRTLEELLKPPEDEAEHYKIPPLGKHYSQRWAQEDLLEEQKDGARAAAVADKKKGLMGPLTELDTKDVDALLKKSEAQHEQPEDGCPFGALTQRLLQALVEENIISPMEDSPIPDMSGKESGADGASTSPR.... Protein 1 (ENSG00000049759) has sequence MATGLGEPVYGLSEDEGESRILRVKVVSGIDLAKKDIFGASDPYVKLSLYVADENRELALVQTKTIKKTLNPKWNEEFYFRVNPSNHRLLFEVFDENRLTRDDFLGQVDVPLSHLPTEDPTMERPYTFKDFLLRPRSHKSRVKGFLRLKMAYMPKNGGQDEENSDQRDDMEHGWEVVDSNDSASQHQEELPPPPLPPGWEEKVDNLGRTYYVNHNNRTTQWHRPSLMDVSSESDNNIRQINQEAAHRRFRSRRHISEDLEPEPSEGGDVPEPWETISEEVNIAGDSLGLALPPPPASPGS.... Result: 0 (the proteins do not interact). (4) Protein 1 (ENSG00000166405) has sequence MAYSTVQRVALASGLVLALSLLLPKAFLSRGKRQEPPPTPEGYPEETYPIYDLSDCIKRRQETILVDYPDPKELSAEEIAERMGMIEEEESDHLGWESLPTDPRAQEDNSVTSCDPKPETCSCCFHEDEDPAVLAENAGFSADSYPEQEETTKEEWSQDFKDEGLGISTDKAYTGSMLRKRNPQGLE*MAYSTVQRVALASGLVLALSLLLPKAFLSRGKRQEPPPTPEGKLGRFPPMMHHHQAPSDGQTPGARFQRSHLAEAFAKAKGSGGGAGGGGSGRGLMGQIIPIYGFGIFLYIL.... Result: 0 (the proteins do not interact). Protein 2 (ENSG00000123810) has sequence MAEVHVIGQIIGASGFSESSLFCKWGIHTGAAWKLLSGVREGQTQVDTPQIGDMAYWSHPIDLHFATKGLQGWPRLHFQVWSQDSFGRCQLAGYGFCHVPSSPGTHQLACPTWRPLGSWREQLARAFVGGGPQLLHGDTIYSGADRYRLHTAAGGTVHLEIGLLLRNFDRYGVEC*MAEVHVIGQIIGASGFSESSLFCKWGIHTETGSRYVAQAGLELLRSNRPPTSASQSARIKNGRHGSSCQACGRAKRKWTPRR*. (5) Protein 1 (ENSG00000213983) has sequence MVVPSLKLQDLIEEIRGAKTQAQEREVIQKECAHIRASFRDGDPVHRHRQLAKLLYVHMLGYPAHFGQMECLKLIASSRFTDKRVGYLGAMLLLDERHDAHLLITNSIKNDLSQGIQPVQGLALCTLSTMGSAEMCRDLAPEVEKLLLQPSPYVRKKAILTAVHMIRKVPELSSVFLPPCAQLLHERHHGILLGTITLITELCERSPAALRHFRKVVPQLVHILRTLVTMGYSTEHSISGVSDPFLQVQILRLLRILGRNHEESSETMNDLLAQVATNTDTSRNAGNAVLFETVLTIMDI.... Protein 2 (ENSG00000172086) has sequence MKHSKKTYDSFQDELEDYIKVQKARGLEPKTCFRKMKGDYLETCGYKGEVNSRPTYRMFDQRLPSETIQTYPRSCNIPQTVENRLPQWLPAHDSRLRLDSLSYCQFTRDCFSEKPVPLNFNQQEYICGSHGVEHRVYKHFSSDNSTSTHQASHKQIHQKRKRHPEEGREKSEEERSKHKRKKSCEEIDLDKHKSIQRKKTEVEIETVHVSTEKLKNRKEKKSRDVVSKKEERKRTKKKKEQGQERTEEEMLWDQSILGF*. Result: 0 (the proteins do not interact).